Dataset: Forward reaction prediction with 1.9M reactions from USPTO patents (1976-2016). Task: Predict the product of the given reaction. (1) Given the reactants Cl[C:2]1[N:11]=[C:10]([N:12]([C:14]2[CH:19]=[CH:18][C:17]([O:20][CH3:21])=[CH:16][CH:15]=2)[CH3:13])[C:9]2[C:4](=[CH:5][CH:6]=[C:7]([N+:22]([O-:24])=[O:23])[CH:8]=2)[N:3]=1.[CH2:25]([CH2:27][NH2:28])[OH:26], predict the reaction product. The product is: [CH3:21][O:20][C:17]1[CH:18]=[CH:19][C:14]([N:12]([CH3:13])[C:10]2[C:9]3[C:4](=[CH:5][CH:6]=[C:7]([N+:22]([O-:24])=[O:23])[CH:8]=3)[N:3]=[C:2]([NH:28][CH2:27][CH2:25][OH:26])[N:11]=2)=[CH:15][CH:16]=1. (2) Given the reactants [OH:1][C:2]1[CH:3]=[C:4]([C:8]2[CH:9]=[N:10][CH:11]=[CH:12][CH:13]=2)[CH:5]=[CH:6][CH:7]=1.C(=O)([O-])[O-].[K+].[K+].[CH2:20]([O:22][C:23](=[O:28])[C:24](Br)([CH3:26])[CH3:25])[CH3:21], predict the reaction product. The product is: [CH2:20]([O:22][C:23](=[O:28])[C:24]([CH3:26])([O:1][C:2]1[CH:7]=[CH:6][CH:5]=[C:4]([C:8]2[CH:9]=[N:10][CH:11]=[CH:12][CH:13]=2)[CH:3]=1)[CH3:25])[CH3:21]. (3) Given the reactants [OH-].[K+].[Br:3][C:4]1[CH:5]=[CH:6][C:7]2[S:16][C:15]3[CH2:14][CH2:13][N:12](C(OCC)=O)[CH2:11][CH2:10][C:9]=3[C:8]=2[CH:22]=1, predict the reaction product. The product is: [Br:3][C:4]1[CH:5]=[CH:6][C:7]2[S:16][C:15]3[CH2:14][CH2:13][NH:12][CH2:11][CH2:10][C:9]=3[C:8]=2[CH:22]=1. (4) Given the reactants CP(C)C.[N:5]([CH2:8][C:9]1[N:10]=[C:11]([NH:14][C:15]([NH:17][CH2:18][C:19]2[CH:24]=[CH:23][CH:22]=[C:21]([F:25])[CH:20]=2)=[O:16])[S:12][CH:13]=1)=[N+]=[N-].[ClH:26], predict the reaction product. The product is: [ClH:26].[NH2:5][CH2:8][C:9]1[N:10]=[C:11]([NH:14][C:15]([NH:17][CH2:18][C:19]2[CH:24]=[CH:23][CH:22]=[C:21]([F:25])[CH:20]=2)=[O:16])[S:12][CH:13]=1.